From a dataset of Forward reaction prediction with 1.9M reactions from USPTO patents (1976-2016). Predict the product of the given reaction. (1) Given the reactants [Cl:1][C:2]1[CH:7]=[CH:6][C:5]([N:8]([CH2:33][CH:34]2[CH2:36][CH2:35]2)[C:9]2[CH:10]=[CH:11][C:12]([C:15]([C:17]3[CH:18]=[CH:19][C:20]([O:26][C:27]4[CH:32]=[CH:31][CH:30]=[CH:29][CH:28]=4)=[C:21]([CH:25]=3)[C:22]([OH:24])=[O:23])=O)=[N:13][CH:14]=2)=[CH:4][CH:3]=1.[OH:37][NH2:38].Cl, predict the reaction product. The product is: [Cl:1][C:2]1[CH:7]=[CH:6][C:5]([N:8]([CH2:33][CH:34]2[CH2:36][CH2:35]2)[C:9]2[CH:10]=[CH:11][C:12]([C:15](=[N:38][OH:37])[C:17]3[CH:18]=[CH:19][C:20]([O:26][C:27]4[CH:32]=[CH:31][CH:30]=[CH:29][CH:28]=4)=[C:21]([CH:25]=3)[C:22]([OH:24])=[O:23])=[N:13][CH:14]=2)=[CH:4][CH:3]=1. (2) Given the reactants [C:1]([C@@:3]1([CH:33]2[CH2:35][CH2:34]2)[CH2:7][CH2:6][N:5]([C:8]2[CH:13]=[CH:12][N:11]=[C:10]([NH:14][C:15]3[CH:19]=[C:18]([CH:20]4[CH2:23][N:22]([C:24](OC(C)(C)C)=[O:25])[CH2:21]4)[N:17]([CH3:31])[N:16]=3)[CH:9]=2)[C:4]1=[O:32])#[N:2].[CH2:36](OC(=O)C)C.Cl, predict the reaction product. The product is: [C:24]([N:22]1[CH2:23][CH:20]([C:18]2[N:17]([CH3:31])[N:16]=[C:15]([NH:14][C:10]3[CH:9]=[C:8]([N:5]4[CH2:6][CH2:7][C@:3]([CH:33]5[CH2:34][CH2:35]5)([C:1]#[N:2])[C:4]4=[O:32])[CH:13]=[CH:12][N:11]=3)[CH:19]=2)[CH2:21]1)(=[O:25])[CH3:36]. (3) The product is: [Cl:1][C:2]1[CH:3]=[C:4]([O:12][C:13]2[C:25]([C:30]3([OH:32])[CH2:31][O:28][CH2:29]3)=[CH:24][C:16]([C:17]([O:19][C:20]([CH3:23])([CH3:22])[CH3:21])=[O:18])=[C:15]([F:27])[CH:14]=2)[CH:5]=[N:6][C:7]=1[O:8][CH:9]([CH3:11])[CH3:10]. Given the reactants [Cl:1][C:2]1[CH:3]=[C:4]([O:12][C:13]2[C:25](I)=[CH:24][C:16]([C:17]([O:19][C:20]([CH3:23])([CH3:22])[CH3:21])=[O:18])=[C:15]([F:27])[CH:14]=2)[CH:5]=[N:6][C:7]=1[O:8][CH:9]([CH3:11])[CH3:10].[O:28]1[CH2:31][C:30](=[O:32])[CH2:29]1, predict the reaction product. (4) The product is: [ClH:34].[CH3:1][N:2]1[C:6]2=[N:7][C:8]([N:11]3[CH:16]=[CH:15][C:14]([O:17][CH2:18][C:19]4[CH:20]=[N:21][C:22]([C:25]([F:27])([F:26])[F:28])=[CH:23][CH:24]=4)=[CH:13][C:12]3=[O:29])=[CH:9][CH:10]=[C:5]2[C:4]2[CH2:30][NH:31][CH2:32][CH2:33][C:3]1=2. Given the reactants [CH3:1][N:2]1[C:6]2=[N:7][C:8]([N:11]3[CH:16]=[CH:15][C:14]([O:17][CH2:18][C:19]4[CH:20]=[N:21][C:22]([C:25]([F:28])([F:27])[F:26])=[CH:23][CH:24]=4)=[CH:13][C:12]3=[O:29])=[CH:9][CH:10]=[C:5]2[C:4]2[CH2:30][NH:31][CH2:32][CH2:33][C:3]1=2.[ClH:34], predict the reaction product. (5) Given the reactants [C:1]([O:5][C:6]([N:8]1[CH2:13][CH2:12][N:11]([C:14]2[N:22]([C:23]3[CH:28]=[CH:27][CH:26]=[CH:25][C:24]=3[Cl:29])[C:21]3[C:20](=[O:30])[N:19]([CH3:31])[C:18](=[O:32])[N:17]([CH2:33][C:34](OC)=[O:35])[C:16]=3[N:15]=2)[CH2:10][CH2:9]1)=[O:7])([CH3:4])([CH3:3])[CH3:2].[OH-].[Na+].Cl, predict the reaction product. The product is: [C:1]([O:5][C:6]([N:8]1[CH2:13][CH2:12][N:11]([C:14]2[N:22]([C:23]3[CH:28]=[CH:27][CH:26]=[CH:25][C:24]=3[Cl:29])[C:21]3[C:20](=[O:30])[N:19]([CH3:31])[C:18](=[O:32])[N:17]([CH:33]=[C:34]=[O:35])[C:16]=3[N:15]=2)[CH2:10][CH2:9]1)=[O:7])([CH3:4])([CH3:3])[CH3:2].